This data is from Full USPTO retrosynthesis dataset with 1.9M reactions from patents (1976-2016). The task is: Predict the reactants needed to synthesize the given product. (1) Given the product [Cl:14][C:15]1[CH:22]=[CH:21][CH:20]=[C:19]([Cl:23])[C:16]=1[CH:17]1[O:12][N:11]=[C:10]([C:6]2[CH:7]=[CH:8][CH:9]=[C:4]([N+:1]([O-:3])=[O:2])[CH:5]=2)[CH2:18]1, predict the reactants needed to synthesize it. The reactants are: [N+:1]([C:4]1[CH:5]=[C:6]([C:10](Cl)=[N:11][OH:12])[CH:7]=[CH:8][CH:9]=1)([O-:3])=[O:2].[Cl:14][C:15]1[CH:22]=[CH:21][CH:20]=[C:19]([Cl:23])[C:16]=1[CH:17]=[CH2:18].C(N(CC)CC)C. (2) Given the product [ClH:1].[Cl:1][C:2]1[C:7]([CH3:8])=[CH:6][CH:5]=[CH:4][C:3]=1[C:9]1[O:10][C:11]2[C:16]([C:17](=[O:19])[CH:18]=1)=[C:15]([OH:20])[CH:14]=[C:13]([OH:21])[C:12]=2[C@@H:22]1[CH2:26][CH2:25][N:24]([CH3:27])[C@H:23]1[CH2:28][OH:29], predict the reactants needed to synthesize it. The reactants are: [Cl:1][C:2]1[C:7]([CH3:8])=[CH:6][CH:5]=[CH:4][C:3]=1[C:9]1[O:10][C:11]2[C:16]([C:17](=[O:19])[CH:18]=1)=[C:15]([OH:20])[CH:14]=[C:13]([OH:21])[C:12]=2[C@@H:22]1[CH2:26][CH2:25][N:24]([CH3:27])[C@H:23]1[CH2:28][OH:29].Cl.